From a dataset of Forward reaction prediction with 1.9M reactions from USPTO patents (1976-2016). Predict the product of the given reaction. (1) Given the reactants [CH3:1][N:2]([CH3:29])[CH2:3][CH2:4][NH:5][C:6]1[N:11]=[CH:10][C:9]([C:12]2[NH:20][C:19]3[C:18](=[O:21])[N:17]([CH2:22][CH2:23][CH3:24])[C:16](=[O:25])[N:15]([CH2:26][CH2:27][CH3:28])[C:14]=3[CH:13]=2)=[CH:8][CH:7]=1.[F:30][C:31]1[CH:36]=[CH:35][C:34]([N:37]=[C:38]=[O:39])=[CH:33][CH:32]=1, predict the reaction product. The product is: [CH3:29][N:2]([CH3:1])[CH2:3][CH2:4][N:5]([C:6]1[CH:7]=[CH:8][C:9]([C:12]2[NH:20][C:19]3[C:18](=[O:21])[N:17]([CH2:22][CH2:23][CH3:24])[C:16](=[O:25])[N:15]([CH2:26][CH2:27][CH3:28])[C:14]=3[CH:13]=2)=[CH:10][N:11]=1)[C:38]([NH:37][C:34]1[CH:35]=[CH:36][C:31]([F:30])=[CH:32][CH:33]=1)=[O:39]. (2) Given the reactants Br[C:2]1[CH:28]=[CH:27][C:5]([CH2:6][N:7]2[C:15]3[C:10](=[C:11]([F:16])[CH:12]=[CH:13][CH:14]=3)[C:9]([C:17]([NH:19][C@H:20]3[CH2:25][CH2:24][CH2:23][CH2:22][C@@H:21]3[OH:26])=[O:18])=[CH:8]2)=[CH:4][CH:3]=1.[N:29]1[CH:34]=[CH:33][CH:32]=[C:31](B(O)O)[CH:30]=1, predict the reaction product. The product is: [F:16][C:11]1[CH:12]=[CH:13][CH:14]=[C:15]2[C:10]=1[C:9]([C:17]([NH:19][C@H:20]1[CH2:25][CH2:24][CH2:23][CH2:22][C@@H:21]1[OH:26])=[O:18])=[CH:8][N:7]2[CH2:6][C:5]1[CH:27]=[CH:28][C:2]([C:31]2[CH:30]=[N:29][CH:34]=[CH:33][CH:32]=2)=[CH:3][CH:4]=1. (3) Given the reactants Br[C:2]1[N:6]([CH2:7][CH:8]2[CH2:13][CH2:12][CH2:11][CH2:10][CH2:9]2)[C:5]([CH3:14])=[C:4]([S:15]([CH2:18][CH:19]2[CH2:21][CH2:20]2)(=[O:17])=[O:16])[CH:3]=1.C([O-])([O-])=O.[K+].[K+].[C:28]([C:32]1[CH:33]=[C:34](B(O)O)[CH:35]=[C:36]([C:38]([CH3:41])([CH3:40])[CH3:39])[CH:37]=1)([CH3:31])([CH3:30])[CH3:29], predict the reaction product. The product is: [CH:8]1([CH2:7][N:6]2[C:2]([C:34]3[CH:33]=[C:32]([C:28]([CH3:30])([CH3:29])[CH3:31])[CH:37]=[C:36]([C:38]([CH3:41])([CH3:40])[CH3:39])[CH:35]=3)=[CH:3][C:4]([S:15]([CH2:18][CH:19]3[CH2:21][CH2:20]3)(=[O:17])=[O:16])=[C:5]2[CH3:14])[CH2:13][CH2:12][CH2:11][CH2:10][CH2:9]1. (4) Given the reactants I[C:2]1[N:3]=[C:4]([NH2:25])[C:5]2[N:6]=[C:7]([NH:20][CH2:21][CH2:22][CH2:23][CH3:24])[N:8]([C:18]=2[N:19]=1)[C@@H:9]1[O:17][C@H:14]([CH2:15][OH:16])[C@@H:12]([OH:13])[C@H:10]1[OH:11].[CH:26]#[C:27][CH2:28][CH2:29][CH2:30][CH3:31], predict the reaction product. The product is: [C:26]([C:2]1[N:3]=[C:4]([NH2:25])[C:5]2[N:6]=[C:7]([NH:20][CH2:21][CH2:22][CH2:23][CH3:24])[N:8]([C:18]=2[N:19]=1)[C@@H:9]1[O:17][C@H:14]([CH2:15][OH:16])[C@@H:12]([OH:13])[C@H:10]1[OH:11])#[C:27][CH2:28][CH2:29][CH2:30][CH3:31].